Dataset: Catalyst prediction with 721,799 reactions and 888 catalyst types from USPTO. Task: Predict which catalyst facilitates the given reaction. (1) Reactant: [CH2:1]([N:8]([CH2:23][C:24]1[CH:29]=[CH:28][CH:27]=[CH:26][CH:25]=1)[C:9]1[CH:14]=[C:13]([F:15])[C:12]([NH:16]C(=O)OCC)=[C:11]([F:22])[CH:10]=1)[C:2]1[CH:7]=[CH:6][CH:5]=[CH:4][CH:3]=1.[OH-].[K+]. Product: [CH2:23]([N:8]([CH2:1][C:2]1[CH:7]=[CH:6][CH:5]=[CH:4][CH:3]=1)[C:9]1[CH:10]=[C:11]([F:22])[C:12]([NH2:16])=[C:13]([F:15])[CH:14]=1)[C:24]1[CH:25]=[CH:26][CH:27]=[CH:28][CH:29]=1. The catalyst class is: 8. (2) Reactant: [F:1][C:2]1[CH:23]=[CH:22][CH:21]=[C:20]([F:24])[C:3]=1[CH2:4][O:5][C:6]1[C:7]2[N:8]([C:13]([C:17]([OH:19])=O)=[C:14]([CH3:16])[N:15]=2)[CH:9]=[C:10]([CH3:12])[CH:11]=1.CN(C(ON1N=NC2C=CC=NC1=2)=[N+](C)C)C.F[P-](F)(F)(F)(F)F.C(N(CC)C(C)C)(C)C.[CH3:58][C:59]([NH2:74])([CH2:62][C:63]1[N:67]=[CH:66][N:65]([C:68]2[CH:72]=[C:71]([CH3:73])[O:70][N:69]=2)[N:64]=1)[CH2:60][NH2:61]. Product: [NH2:74][C:59]([CH3:58])([CH2:62][C:63]1[N:67]=[CH:66][N:65]([C:68]2[CH:72]=[C:71]([CH3:73])[O:70][N:69]=2)[N:64]=1)[CH2:60][NH:61][C:17]([C:13]1[N:8]2[CH:9]=[C:10]([CH3:12])[CH:11]=[C:6]([O:5][CH2:4][C:3]3[C:2]([F:1])=[CH:23][CH:22]=[CH:21][C:20]=3[F:24])[C:7]2=[N:15][C:14]=1[CH3:16])=[O:19]. The catalyst class is: 3. (3) Reactant: Br[CH2:2][CH2:3][CH2:4][CH2:5][CH2:6][CH2:7][CH2:8][CH2:9][CH2:10][CH2:11][CH2:12][CH2:13][OH:14].[N-:15]=[N+:16]=[N-:17].[Na+]. Product: [N:15]([CH2:2][CH2:3][CH2:4][CH2:5][CH2:6][CH2:7][CH2:8][CH2:9][CH2:10][CH2:11][CH2:12][CH2:13][OH:14])=[N+:16]=[N-:17]. The catalyst class is: 18. (4) Reactant: [NH:1]1[C:9]2[CH:8]=[CH:7][CH:6]=[C:5]([C:10]([O:12][CH3:13])=[O:11])[C:4]=2[CH:3]=[CH:2]1.O=P(Cl)(Cl)Cl.CN([CH:22]=[O:23])C.CC([O-])=O.[Na+].[OH-].[Na+]. Product: [CH:22]([C:3]1[C:4]2[C:5]([C:10]([O:12][CH3:13])=[O:11])=[CH:6][CH:7]=[CH:8][C:9]=2[NH:1][CH:2]=1)=[O:23]. The catalyst class is: 68. (5) Reactant: C(OC(=O)[NH:7][C:8]1[CH:13]=[C:12]([O:14][CH2:15][CH3:16])C(C(F)(F)F)=[CH:10][C:9]=1[NH:21][C:22](=[O:47])[CH2:23][C:24]([C:26]1[CH:31]=[CH:30][CH:29]=[C:28]([C:32]2[CH:37]=[C:36]([CH2:38][O:39]C3CCCCO3)[N:35]=[C:34]([CH3:46])[CH:33]=2)[CH:27]=1)=O)(C)(C)C.[C:49](O)([C:51]([F:54])([F:53])[F:52])=O. Product: [CH2:15]([O:14][C:12]1[C:49]([C:51]([F:54])([F:53])[F:52])=[CH:10][C:9]2[NH:21][C:22](=[O:47])[CH2:23][C:24]([C:26]3[CH:31]=[CH:30][CH:29]=[C:28]([C:32]4[CH:33]=[C:34]([CH3:46])[N:35]=[C:36]([CH2:38][OH:39])[CH:37]=4)[CH:27]=3)=[N:7][C:8]=2[CH:13]=1)[CH3:16]. The catalyst class is: 2. (6) Product: [Cl:1][C:2]1[CH:7]=[CH:6][C:5]([C@@H:8]2[CH2:12][N:11]([C:13]3[CH:18]=[CH:17][C:16](=[O:19])[N:15]([CH3:24])[N:14]=3)[CH2:10][C@H:9]2[C:20]([O:22][CH3:23])=[O:21])=[CH:4][CH:3]=1. The catalyst class is: 3. Reactant: [Cl:1][C:2]1[CH:7]=[CH:6][C:5]([C@@H:8]2[CH2:12][N:11]([C:13]3[CH:18]=[CH:17][C:16](=[O:19])[NH:15][N:14]=3)[CH2:10][C@H:9]2[C:20]([O:22][CH3:23])=[O:21])=[CH:4][CH:3]=1.[C:24]([O-])([O-])=O.[Cs+].[Cs+].CI.